Regression. Given two drug SMILES strings and cell line genomic features, predict the synergy score measuring deviation from expected non-interaction effect. From a dataset of NCI-60 drug combinations with 297,098 pairs across 59 cell lines. Drug 1: C1=CC(=C2C(=C1NCCNCCO)C(=O)C3=C(C=CC(=C3C2=O)O)O)NCCNCCO. Drug 2: C1C(C(OC1N2C=NC3=C2NC=NCC3O)CO)O. Cell line: A498. Synergy scores: CSS=9.02, Synergy_ZIP=-4.97, Synergy_Bliss=-4.34, Synergy_Loewe=-31.5, Synergy_HSA=-4.73.